From a dataset of Full USPTO retrosynthesis dataset with 1.9M reactions from patents (1976-2016). Predict the reactants needed to synthesize the given product. Given the product [CH:51]1([C:50]2[N:49]([C:54]3[CH:63]=[CH:62][CH:61]=[C:60]4[C:55]=3[CH:56]=[CH:57][CH:58]=[N:59]4)[N:48]=[CH:47][C:46]=2[C:44]([OH:45])=[O:43])[CH2:52][CH2:53]1, predict the reactants needed to synthesize it. The reactants are: Cl.Cl.N(C1C=CC=C2C=1C=CC=N2)N.CN(/C=C(/C(=O)C1CC1)\C(OC)=O)C.C(O)(=O)CC(CC(O)=O)(C(O)=O)O.C[O:43][C:44]([C:46]1[CH:47]=[N:48][N:49]([C:54]2[CH:63]=[CH:62][CH:61]=[C:60]3[C:55]=2[CH:56]=[CH:57][CH:58]=[N:59]3)[C:50]=1[CH:51]1[CH2:53][CH2:52]1)=[O:45].[OH-].[Na+].Cl.